Dataset: Forward reaction prediction with 1.9M reactions from USPTO patents (1976-2016). Task: Predict the product of the given reaction. (1) Given the reactants [CH3:1][C:2]1([CH3:23])[CH2:7][O:6][C:5]([CH2:15][S:16][CH2:17][C:18]([O:20]CC)=[O:19])([C:8]2[CH:13]=[CH:12][C:11]([CH3:14])=[CH:10][CH:9]=2)[O:4][CH2:3]1.[Li+].[OH-], predict the reaction product. The product is: [CH3:1][C:2]1([CH3:23])[CH2:7][O:6][C:5]([CH2:15][S:16][CH2:17][C:18]([OH:20])=[O:19])([C:8]2[CH:9]=[CH:10][C:11]([CH3:14])=[CH:12][CH:13]=2)[O:4][CH2:3]1. (2) Given the reactants Br[C:2]1[C:23]([CH3:24])=[CH:22][C:5]([O:6][CH2:7][C:8]2[C:13]([CH3:14])=[CH:12][CH:11]=[CH:10][C:9]=2[N:15]2[C:19](=[O:20])[N:18]([CH3:21])[N:17]=[N:16]2)=[C:4]([CH3:25])[CH:3]=1.[B:26]1([B:26]2[O:30][C:29]([CH3:32])([CH3:31])[C:28]([CH3:34])([CH3:33])[O:27]2)[O:30][C:29]([CH3:32])([CH3:31])[C:28]([CH3:34])([CH3:33])[O:27]1.C([O-])(=O)C.[K+].CS(C)=O, predict the reaction product. The product is: [CH3:33][C:28]1([CH3:34])[C:29]([CH3:32])([CH3:31])[O:30][B:26]([C:2]2[C:23]([CH3:24])=[CH:22][C:5]([O:6][CH2:7][C:8]3[C:13]([CH3:14])=[CH:12][CH:11]=[CH:10][C:9]=3[N:15]3[C:19](=[O:20])[N:18]([CH3:21])[N:17]=[N:16]3)=[C:4]([CH3:25])[CH:3]=2)[O:27]1. (3) Given the reactants [N-]=[N+]=[N-].[B-:4]1([F:17])([F:16])[N+:12]2=[CH:13][CH:14]=[CH:15][C:11]2=[CH:10][C:9]2[N:5]1[CH:6]=[CH:7][CH:8]=2.[CH3:18][CH2:19][CH2:20][CH2:21][CH2:22][CH2:23][CH2:24][CH2:25][C:26]1[CH:27]=[CH:28][C:29]([CH2:32][CH2:33][C:34]([NH2:39])([CH2:37][OH:38])[CH2:35][OH:36])=[CH:30][CH:31]=1.[ClH:40].N1C=CN=N1.B(F)(F)F.CCOCC, predict the reaction product. The product is: [B-:4]1([F:17])([F:16])[N+:12]2=[CH:13][CH:14]=[CH:15][C:11]2=[CH:10][C:9]2[N:5]1[CH:6]=[CH:7][CH:8]=2.[CH3:18][CH2:19][CH2:20][CH2:21][CH2:22][CH2:23][CH2:24][CH2:25][C:26]1[CH:31]=[CH:30][C:29]([CH2:32][CH2:33][C:34]([NH2:39])([CH2:35][OH:36])[CH2:37][OH:38])=[CH:28][CH:27]=1.[ClH:40]. (4) Given the reactants [F:1][C:2]1[CH:3]=[C:4]([C@@:8]23[O:34][CH2:33][O:32][C@@H:9]2[CH2:10][N:11]([C:14]([C:16]2[N:21]=[C:20]([O:22][CH3:23])[C:19]([O:24][CH2:25][C:26](N(OC)C)=[O:27])=[CH:18][CH:17]=2)=[O:15])[CH2:12][CH2:13]3)[CH:5]=[CH:6][CH:7]=1.[CH:35]1([Mg]Br)[CH2:37][CH2:36]1, predict the reaction product. The product is: [CH:35]1([C:26](=[O:27])[CH2:25][O:24][C:19]2[C:20]([O:22][CH3:23])=[N:21][C:16]([C:14]([N:11]3[CH2:12][CH2:13][C:8]4([C:4]5[CH:5]=[CH:6][CH:7]=[C:2]([F:1])[CH:3]=5)[O:34][CH2:33][O:32][CH:9]4[CH2:10]3)=[O:15])=[CH:17][CH:18]=2)[CH2:37][CH2:36]1. (5) The product is: [F:18][C:19]1[CH:26]=[CH:25][C:22]([CH2:23][N:1]2[CH:5]=[C:4]([C:6]3[C:7]([C:12]4[CH:13]=[CH:14][CH:15]=[CH:16][CH:17]=4)=[N:8][O:9][C:10]=3[CH3:11])[N:3]=[CH:2]2)=[CH:21][CH:20]=1. Given the reactants [NH:1]1[CH:5]=[C:4]([C:6]2[C:7]([C:12]3[CH:17]=[CH:16][CH:15]=[CH:14][CH:13]=3)=[N:8][O:9][C:10]=2[CH3:11])[N:3]=[CH:2]1.[F:18][C:19]1[CH:26]=[CH:25][C:22]([CH2:23]Br)=[CH:21][CH:20]=1, predict the reaction product. (6) Given the reactants [Cl:1][C:2]1[C:3]([N+:19]([O-])=O)=[CH:4][C:5]2[O:9][C:8]([N:10]3[CH2:16][CH2:15][CH2:14][N:13]([CH3:17])[CH2:12][CH2:11]3)=[N:7][C:6]=2[CH:18]=1.Cl.[H][H], predict the reaction product. The product is: [Cl:1][C:2]1[C:3]([NH2:19])=[CH:4][C:5]2[O:9][C:8]([N:10]3[CH2:16][CH2:15][CH2:14][N:13]([CH3:17])[CH2:12][CH2:11]3)=[N:7][C:6]=2[CH:18]=1. (7) Given the reactants [Cl:1][C:2]1[CH:7]=[CH:6][C:5]([C:8]2[N:9]=[C:10]3[CH:15]=[CH:14][C:13]([C:16]4[CH:21]=[CH:20][CH:19]=[CH:18][CH:17]=4)=[CH:12][N:11]3[C:22]=2[CH2:23][N:24]2[CH2:29][CH2:28][NH:27][CH2:26][CH2:25]2)=[CH:4][CH:3]=1.CCN(CC)CC.[CH:37]1([C:40](Cl)=[O:41])[CH2:39][CH2:38]1, predict the reaction product. The product is: [Cl:1][C:2]1[CH:3]=[CH:4][C:5]([C:8]2[N:9]=[C:10]3[CH:15]=[CH:14][C:13]([C:16]4[CH:17]=[CH:18][CH:19]=[CH:20][CH:21]=4)=[CH:12][N:11]3[C:22]=2[CH2:23][N:24]2[CH2:29][CH2:28][N:27]([C:40]([CH:37]3[CH2:39][CH2:38]3)=[O:41])[CH2:26][CH2:25]2)=[CH:6][CH:7]=1.